This data is from CYP2C19 inhibition data for predicting drug metabolism from PubChem BioAssay. The task is: Regression/Classification. Given a drug SMILES string, predict its absorption, distribution, metabolism, or excretion properties. Task type varies by dataset: regression for continuous measurements (e.g., permeability, clearance, half-life) or binary classification for categorical outcomes (e.g., BBB penetration, CYP inhibition). Dataset: cyp2c19_veith. (1) The compound is COc1ccccc1-c1nc(N(C)Cc2ccco2)c2ccccc2n1. The result is 1 (inhibitor). (2) The compound is CCC/C=C(\CCC)C(NC(=O)c1ccccc1)c1ccccc1. The result is 0 (non-inhibitor).